The task is: Predict the reactants needed to synthesize the given product.. This data is from Full USPTO retrosynthesis dataset with 1.9M reactions from patents (1976-2016). (1) Given the product [F:29][C:26]1[CH:27]=[CH:28][C:23]([C:21]2[CH:22]=[C:17]([C:16](=[O:43])[NH:15][CH2:14][CH2:13][CH2:12][CH2:11][CH2:10][CH2:9][CH2:8][CH2:7][C:1]3[CH:6]=[CH:5][CH:4]=[CH:3][CH:2]=3)[CH:18]=[C:19]([C:35]3[CH:40]=[CH:39][C:38]([F:41])=[C:37]([CH3:42])[CH:36]=3)[C:20]=2[O:31][CH2:32][C:33]([OH:48])=[O:34])=[CH:24][C:25]=1[CH3:30], predict the reactants needed to synthesize it. The reactants are: [C:1]1([CH2:7][CH2:8][CH2:9][CH2:10][CH2:11][CH2:12][CH2:13][CH2:14][NH:15][C:16](=[O:43])[C:17]2[CH:22]=[C:21]([C:23]3[CH:28]=[CH:27][C:26]([F:29])=[C:25]([CH3:30])[CH:24]=3)[C:20]([O:31][CH2:32][CH2:33][OH:34])=[C:19]([C:35]3[CH:40]=[CH:39][C:38]([F:41])=[C:37]([CH3:42])[CH:36]=3)[CH:18]=2)[CH:6]=[CH:5][CH:4]=[CH:3][CH:2]=1.C[N+]1([O-])CC[O:48]CC1.S(S([O-])=O)([O-])(=O)=O.[Na+].[Na+].S(S([O-])=O)([O-])=O.[Na+].[Na+].Cl. (2) The reactants are: CO[CH:3](OC)[CH2:4][Br:5].Br.[Cl:9][C:10]1[CH:11]=[C:12]([C:16]2[N:17]=[C:18]([NH2:21])[S:19][CH:20]=2)[CH:13]=[CH:14][CH:15]=1.C1C(=O)N(Br)C(=O)C1.N1C=CN=C1. Given the product [Br:5][C:4]1[N:17]2[C:18]([S:19][CH:20]=[C:16]2[C:12]2[CH:13]=[CH:14][CH:15]=[C:10]([Cl:9])[CH:11]=2)=[N:21][CH:3]=1, predict the reactants needed to synthesize it. (3) Given the product [Br:14][C:15]1[CH:20]=[C:19]([N:21]2[C:11]([CH3:12])=[CH:10][C:4]([C:5]([O:7][CH2:8][CH3:9])=[O:6])=[C:1]2[CH3:2])[CH:18]=[C:17]([Br:22])[C:16]=1[OH:23], predict the reactants needed to synthesize it. The reactants are: [C:1]([CH:4]([CH2:10][C:11](=O)[CH3:12])[C:5]([O:7][CH2:8][CH3:9])=[O:6])(=O)[CH3:2].[Br:14][C:15]1[CH:20]=[C:19]([NH2:21])[CH:18]=[C:17]([Br:22])[C:16]=1[OH:23]. (4) Given the product [Br:1][C:2]1[S:6][C:5]([CH2:7][O:27][C:26]2[C:18]([F:17])=[C:19]([C:23]([F:28])=[CH:24][CH:25]=2)[C:20]([NH2:22])=[O:21])=[N:4][C:3]=1[C:9]1[CH:14]=[CH:13][C:12]([O:15][CH3:16])=[CH:11][CH:10]=1, predict the reactants needed to synthesize it. The reactants are: [Br:1][C:2]1[S:6][C:5]([CH2:7]Br)=[N:4][C:3]=1[C:9]1[CH:14]=[CH:13][C:12]([O:15][CH3:16])=[CH:11][CH:10]=1.[F:17][C:18]1[C:26]([OH:27])=[CH:25][CH:24]=[C:23]([F:28])[C:19]=1[C:20]([NH2:22])=[O:21].C(=O)([O-])[O-].[K+].[K+]. (5) Given the product [CH:2]1[CH:3]=[CH:4][C:5]2[S:11][C:10]3[CH:12]=[CH:13][CH:14]=[CH:15][C:9]=3[N:8]=[C:7]([N:16]3[CH2:21][CH2:20][N:19]([CH2:22][CH2:23][O:24][CH2:25][CH2:26][OH:27])[CH2:18][CH2:17]3)[C:6]=2[CH:1]=1, predict the reactants needed to synthesize it. The reactants are: [CH:1]1[C:6]2[C:7]([N:16]3[CH2:21][CH2:20][N:19]([CH2:22][CH2:23][O:24][CH2:25][CH2:26][O:27]C(=O)C4C=CC=CC=4)[CH2:18][CH2:17]3)=[N:8][C:9]3[CH:15]=[CH:14][CH:13]=[CH:12][C:10]=3[S:11][C:5]=2[CH:4]=[CH:3][CH:2]=1.[OH-].[Na+].